This data is from NCI-60 drug combinations with 297,098 pairs across 59 cell lines. The task is: Regression. Given two drug SMILES strings and cell line genomic features, predict the synergy score measuring deviation from expected non-interaction effect. Drug 1: CNC(=O)C1=CC=CC=C1SC2=CC3=C(C=C2)C(=NN3)C=CC4=CC=CC=N4. Drug 2: C1=CC=C(C=C1)NC(=O)CCCCCCC(=O)NO. Cell line: HCC-2998. Synergy scores: CSS=0.381, Synergy_ZIP=-3.95, Synergy_Bliss=-11.3, Synergy_Loewe=-19.3, Synergy_HSA=-10.7.